This data is from Reaction yield outcomes from USPTO patents with 853,638 reactions. The task is: Predict the reaction yield, written as a fraction of the theoretical maximum amount of product (1.0 means a 100% yield; for example, 0.34 means a 34% yield). (1) The reactants are [OH:1][C:2]1[CH:7]=[C:6]([OH:8])[CH:5]=[CH:4][C:3]=1[C@@H:9]1[CH2:14][CH2:13][C@H:12]([CH2:15][C:16]([O:18]C)=[O:17])[CH2:11][CH2:10]1.[OH-].[Na+].Cl. The catalyst is C(OCC)(=O)C.O. The product is [OH:1][C:2]1[CH:7]=[C:6]([OH:8])[CH:5]=[CH:4][C:3]=1[C@@H:9]1[CH2:10][CH2:11][C@H:12]([CH2:15][C:16]([OH:18])=[O:17])[CH2:13][CH2:14]1. The yield is 0.550. (2) The reactants are C[O:2][C:3]([C:5]1[C:9]([NH:10][C:11](=[O:23])[CH2:12][CH2:13][CH2:14][O:15][C:16]2[CH:21]=[CH:20][CH:19]=[CH:18][C:17]=2[Cl:22])=[CH:8][S:7][CH:6]=1)=[O:4].O.[OH-].[Li+]. The catalyst is O1CCCC1.O. The product is [Cl:22][C:17]1[CH:18]=[CH:19][CH:20]=[CH:21][C:16]=1[O:15][CH2:14][CH2:13][CH2:12][C:11]([NH:10][C:9]1[C:5]([C:3]([OH:4])=[O:2])=[CH:6][S:7][CH:8]=1)=[O:23]. The yield is 0.840. (3) The reactants are Br[CH2:2][C:3]1[C:7]([C:8]#[N:9])=[C:6]([N:10]2[CH2:15][CH2:14][O:13][CH2:12][CH2:11]2)[S:5][C:4]=1[C:16]([O:18][CH3:19])=[O:17].[CH:20]1[C:29]2[C:24](=[CH:25][CH:26]=[C:27](B(O)O)[CH:28]=2)[CH:23]=[CH:22][N:21]=1.C(=O)([O-])[O-].[Cs+].[Cs+].O1CCOCC1.O. The catalyst is C1C=CC([P]([Pd]([P](C2C=CC=CC=2)(C2C=CC=CC=2)C2C=CC=CC=2)([P](C2C=CC=CC=2)(C2C=CC=CC=2)C2C=CC=CC=2)[P](C2C=CC=CC=2)(C2C=CC=CC=2)C2C=CC=CC=2)(C2C=CC=CC=2)C2C=CC=CC=2)=CC=1. The product is [C:8]([C:7]1[C:3]([CH2:2][C:27]2[CH:28]=[C:29]3[C:24]([CH:23]=[CH:22][N:21]=[CH:20]3)=[CH:25][CH:26]=2)=[C:4]([C:16]([O:18][CH3:19])=[O:17])[S:5][C:6]=1[N:10]1[CH2:15][CH2:14][O:13][CH2:12][CH2:11]1)#[N:9]. The yield is 0.664. (4) The reactants are C(OC([NH:8][C:9]1[CH:14]=[CH:13][CH:12]=[CH:11][C:10]=1[NH:15][C:16](=[O:29])[C:17]1[CH:22]=[CH:21][C:20]([CH:23]2[CH2:28][CH2:27][CH2:26][NH:25][CH2:24]2)=[CH:19][CH:18]=1)=O)(C)(C)C.Cl. The catalyst is O1CCOCC1. The product is [NH2:8][C:9]1[CH:14]=[CH:13][CH:12]=[CH:11][C:10]=1[NH:15][C:16](=[O:29])[C:17]1[CH:22]=[CH:21][C:20]([CH:23]2[CH2:28][CH2:27][CH2:26][NH:25][CH2:24]2)=[CH:19][CH:18]=1. The yield is 0.990. (5) The reactants are C(OC([NH:8][C:9]1[CH:10]=[C:11]([C:17]2[CH:22]=[CH:21][C:20](/[CH:23]=[CH:24]/[C:25]3[N:26]([CH2:38][C:39]4[CH:47]=[CH:46][C:42]([C:43]([OH:45])=[O:44])=[CH:41][CH:40]=4)[CH:27]=[C:28]([C:30]4[CH:35]=[CH:34][C:33]([Cl:36])=[CH:32][C:31]=4[Cl:37])[N:29]=3)=[CH:19][CH:18]=2)[CH:12]=[CH:13][C:14]=1[O:15][CH3:16])=O)(C)(C)C.Cl. The catalyst is O1CCOCC1. The product is [NH2:8][C:9]1[CH:10]=[C:11]([C:17]2[CH:18]=[CH:19][C:20](/[CH:23]=[CH:24]/[C:25]3[N:26]([CH2:38][C:39]4[CH:40]=[CH:41][C:42]([C:43]([OH:45])=[O:44])=[CH:46][CH:47]=4)[CH:27]=[C:28]([C:30]4[CH:35]=[CH:34][C:33]([Cl:36])=[CH:32][C:31]=4[Cl:37])[N:29]=3)=[CH:21][CH:22]=2)[CH:12]=[CH:13][C:14]=1[O:15][CH3:16]. The yield is 0.740. (6) The reactants are C[Si](C)(C)CCOC[N:7]1[C:11]([CH2:12][C:13]([O:15][CH2:16][N:17]2[C:25]3[C:20](=[CH:21][CH:22]=[C:23]([C:26]([F:29])([F:28])[F:27])[CH:24]=3)[C@@:19]([C:31]3[CH:36]=[C:35]([Cl:37])[CH:34]=[CH:33][C:32]=3[O:38][CH3:39])([F:30])[C:18]2=[O:40])=[O:14])=[N:10][N:9]=[N:8]1. The catalyst is CC#N.O. The product is [NH:10]1[C:11]([CH2:12][C:13]([O:15][CH2:16][N:17]2[C:25]3[C:20](=[CH:21][CH:22]=[C:23]([C:26]([F:27])([F:28])[F:29])[CH:24]=3)[C@@:19]([C:31]3[CH:36]=[C:35]([Cl:37])[CH:34]=[CH:33][C:32]=3[O:38][CH3:39])([F:30])[C:18]2=[O:40])=[O:14])=[N:7][N:8]=[N:9]1. The yield is 0.710. (7) The reactants are [Cl:1][C:2]1[CH:31]=[CH:30][C:5]([O:6][C:7]2[CH:12]=[CH:11][C:10]([C:13]3[C:14]([CH2:24][N:25]4[CH:29]=[N:28][CH:27]=[N:26]4)([OH:23])[C:15]4([CH2:22][CH2:21][CH2:20][CH2:19][CH2:18]4)[O:16][N:17]=3)=[CH:9][CH:8]=2)=[CH:4][CH:3]=1.[H-].[Na+].[NH4+].[Cl-].[CH2:36]1COCC1. No catalyst specified. The product is [Cl:1][C:2]1[CH:3]=[CH:4][C:5]([O:6][C:7]2[CH:12]=[CH:11][C:10]([C:13]3[C:14]([O:23][CH3:36])([CH2:24][N:25]4[CH:29]=[N:28][CH:27]=[N:26]4)[C:15]4([CH2:22][CH2:21][CH2:20][CH2:19][CH2:18]4)[O:16][N:17]=3)=[CH:9][CH:8]=2)=[CH:30][CH:31]=1. The yield is 0.570.